Dataset: Full USPTO retrosynthesis dataset with 1.9M reactions from patents (1976-2016). Task: Predict the reactants needed to synthesize the given product. (1) The reactants are: C1C=C(Cl)C=C(C(OO)=O)C=1.[Cl:12][C:13]1[CH:18]=[CH:17][CH:16]=[C:15]([Cl:19])[C:14]=1[N:20]1[CH:31]=[CH:30][C:23]2[N:24]=[C:25](SC)[N:26]=[CH:27][C:22]=2[C:21]1=[O:32].CCN(C(C)C)C(C)C.[NH2:42][C:43]1[CH:48]=[C:47]([F:49])[C:46]([N:50]2[CH2:55][CH2:54][N:53]([C:56]([O:58][C:59]([CH3:62])([CH3:61])[CH3:60])=[O:57])[CH2:52][CH2:51]2)=[C:45]([F:63])[CH:44]=1. Given the product [Cl:12][C:13]1[CH:18]=[CH:17][CH:16]=[C:15]([Cl:19])[C:14]=1[N:20]1[CH:31]=[CH:30][C:23]2[N:24]=[C:25]([NH:42][C:43]3[CH:48]=[C:47]([F:49])[C:46]([N:50]4[CH2:55][CH2:54][N:53]([C:56]([O:58][C:59]([CH3:61])([CH3:60])[CH3:62])=[O:57])[CH2:52][CH2:51]4)=[C:45]([F:63])[CH:44]=3)[N:26]=[CH:27][C:22]=2[C:21]1=[O:32], predict the reactants needed to synthesize it. (2) Given the product [CH3:7][O:8][C:9]1[CH:17]=[C:16]2[C:12]([CH:13]=[C:14]([CH3:18])[NH:15]2)=[CH:11][CH:10]=1, predict the reactants needed to synthesize it. The reactants are: [H-].[Al+3].[Li+].[H-].[H-].[H-].[CH3:7][O:8][C:9]1[CH:17]=[C:16]2[C:12]([CH:13]=[C:14]([C:18](OC)=O)[NH:15]2)=[CH:11][CH:10]=1.S([O-])([O-])(=O)=O.[Na+].[Na+].S([O-])([O-])(=O)=O.[Mg+2].